The task is: Predict the reaction yield, written as a fraction of the theoretical maximum amount of product (1.0 means a 100% yield; for example, 0.34 means a 34% yield).. This data is from Reaction yield outcomes from USPTO patents with 853,638 reactions. The reactants are [NH2:1][C:2]1[CH:7]=[C:6]([Cl:8])[N:5]=[CH:4][C:3]=1[CH:9]=O.[OH-].[K+].O.Cl.[CH2:15]1C[O:18][CH2:17][CH2:16]1. No catalyst specified. The product is [Cl:8][C:6]1[CH:7]=[C:2]2[C:3]([CH:9]=[C:17]([OH:18])[C:16]([CH3:15])=[N:1]2)=[CH:4][N:5]=1. The yield is 0.930.